From a dataset of Catalyst prediction with 721,799 reactions and 888 catalyst types from USPTO. Predict which catalyst facilitates the given reaction. (1) Reactant: [O:1]1[CH2:6][CH2:5][N:4]([CH2:7][CH2:8][O:9][C:10]2[CH:11]=[C:12]([NH:16][C:17]3[CH:22]=[CH:21][N:20]4[N:23]=[CH:24][C:25]([CH:26]=O)=[C:19]4[N:18]=3)[CH:13]=[CH:14][CH:15]=2)[CH2:3][CH2:2]1.[NH:28]1[CH2:34][C:32](=[O:33])[NH:31][C:29]1=[O:30].N1CCCCC1. Product: [O:1]1[CH2:6][CH2:5][N:4]([CH2:7][CH2:8][O:9][C:10]2[CH:11]=[C:12]([NH:16][C:17]3[CH:22]=[CH:21][N:20]4[N:23]=[CH:24][C:25]([CH:26]=[C:34]5[NH:28][C:29](=[O:30])[NH:31][C:32]5=[O:33])=[C:19]4[N:18]=3)[CH:13]=[CH:14][CH:15]=2)[CH2:3][CH2:2]1. The catalyst class is: 14. (2) Reactant: [Cl:1][C:2]1[C:7]([Cl:8])=[C:6]([C:9]2[S:13][C:12]([C:14]3[CH:19]=[CH:18][CH:17]=[C:16]([C:20]([OH:23])([CH3:22])[CH3:21])[N:15]=3)=[N:11][C:10]=2[CH2:24][OH:25])[CH:5]=[CH:4][C:3]=1[S:26]([NH:29][C@@H:30]([CH3:35])[C:31]([F:34])([F:33])[F:32])(=[O:28])=[O:27].CC1(C)N([O])C(C)(C)CCC1.C(O)(=[O:49])C.C(O)(=O)C.IC1C=CC=CC=1. Product: [Cl:8][C:7]1[C:2]([Cl:1])=[C:3]([S:26](=[O:27])(=[O:28])[NH:29][C@@H:30]([CH3:35])[C:31]([F:32])([F:34])[F:33])[CH:4]=[CH:5][C:6]=1[C:9]1[S:13][C:12]([C:14]2[CH:19]=[CH:18][CH:17]=[C:16]([C:20]([OH:23])([CH3:21])[CH3:22])[N:15]=2)=[N:11][C:10]=1[C:24]([OH:49])=[O:25]. The catalyst class is: 144. (3) Reactant: [Br:1][C:2]1[C:3]([C:8]2[NH:12][CH:11]=[N:10][N:9]=2)=[C:4]([NH2:7])[S:5][CH:6]=1.Cl.[F:14][C:15]1[CH:16]=[N:17][C:18]2[C:23]([CH:24]=1)=[CH:22][CH:21]=[CH:20][C:19]=2[CH2:25][C:26](O)=[O:27].[I-].ClC1C=CC=C[N+]=1C.C(N(CC)CC)C. The catalyst class is: 2. Product: [Br:1][C:2]1[C:3]([C:8]2[N:12]=[CH:11][NH:10][N:9]=2)=[C:4]([NH:7][C:26](=[O:27])[CH2:25][C:19]2[CH:20]=[CH:21][CH:22]=[C:23]3[C:18]=2[N:17]=[CH:16][C:15]([F:14])=[CH:24]3)[S:5][CH:6]=1. (4) Reactant: [Cl:1][C:2]1[CH:8]=[C:7]([C:9]([F:12])([F:11])[F:10])[CH:6]=[C:5]([N:13]2[CH:17]=[C:16]([CH3:18])[N:15]=[CH:14]2)[C:3]=1[NH2:4].[N:19]([O-])=O.[Na+].[OH-].[Na+]. Product: [Cl:1][C:2]1[C:3]2[N:4]=[N:19][C:17]3=[C:16]([CH3:18])[N:15]=[CH:14][N:13]3[C:5]=2[CH:6]=[C:7]([C:9]([F:12])([F:11])[F:10])[CH:8]=1. The catalyst class is: 15. (5) Reactant: [C-:1]#[N:2].[K+].[CH3:4][C:5]1([CH3:39])[C@@H:35](O)[CH2:34][CH2:33][C@@:32]2([CH3:37])[CH:6]1[CH2:7][CH2:8][C:9]1[C:10]3[C@:28]([CH3:38])([CH2:29][CH2:30][C:31]=12)[C@@H:13]([C@H:14]([CH3:27])[CH2:15]OS(C1C=CC(C)=CC=1)(=O)=O)[CH2:12][CH:11]=3.[OH2:40]. Product: [OH:40][C@H:35]1[CH2:34][CH2:33][C@@:32]2([CH3:37])[CH:6]([CH2:7][CH2:8][C:9]3[C:10]4[C@:28]([CH3:38])([CH2:29][CH2:30][C:31]=32)[C@@H:13]([C@@H:14]([CH3:27])[CH2:15][C:1]#[N:2])[CH2:12][CH:11]=4)[C:5]1([CH3:39])[CH3:4]. The catalyst class is: 16.